Dataset: Full USPTO retrosynthesis dataset with 1.9M reactions from patents (1976-2016). Task: Predict the reactants needed to synthesize the given product. Given the product [N+:8]([C:5]1[CH:6]=[CH:7][C:2]([CH2:17][CH2:16][CH:15]=[O:18])=[C:3]([C:11]([F:14])([F:13])[F:12])[CH:4]=1)([O-:10])=[O:9], predict the reactants needed to synthesize it. The reactants are: Br[C:2]1[CH:7]=[CH:6][C:5]([N+:8]([O-:10])=[O:9])=[CH:4][C:3]=1[C:11]([F:14])([F:13])[F:12].[CH2:15]([OH:18])[CH:16]=[CH2:17].C(N(CC)CC)C.